From a dataset of Forward reaction prediction with 1.9M reactions from USPTO patents (1976-2016). Predict the product of the given reaction. (1) Given the reactants [Cl:1][C:2]1[CH:7]=[CH:6][C:5]([CH:8]([N+]#N)[C:9]([O:11][CH3:12])=[O:10])=[C:4]([O:15][CH3:16])[CH:3]=1, predict the reaction product. The product is: [Cl:1][C:2]1[CH:7]=[CH:6][C:5]2[CH:8]([C:9]([O:11][CH3:12])=[O:10])[CH2:16][O:15][C:4]=2[CH:3]=1. (2) Given the reactants [OH:1][C@@H:2]([CH:5]1[CH2:8][N:7]([C:9]([O:11][C:12]([CH3:15])([CH3:14])[CH3:13])=[O:10])[CH2:6]1)[CH2:3][OH:4].N1C=CN=C1.[C:21]([Si:25](Cl)([C:32]1[CH:37]=[CH:36][CH:35]=[CH:34][CH:33]=1)[C:26]1[CH:31]=[CH:30][CH:29]=[CH:28][CH:27]=1)([CH3:24])([CH3:23])[CH3:22], predict the reaction product. The product is: [Si:25]([O:4][CH2:3][C@H:2]([CH:5]1[CH2:8][N:7]([C:9]([O:11][C:12]([CH3:15])([CH3:14])[CH3:13])=[O:10])[CH2:6]1)[OH:1])([C:21]([CH3:24])([CH3:23])[CH3:22])([C:32]1[CH:33]=[CH:34][CH:35]=[CH:36][CH:37]=1)[C:26]1[CH:31]=[CH:30][CH:29]=[CH:28][CH:27]=1. (3) Given the reactants [Cl:1][C:2]1[CH:3]=[C:4]2[C:9](=[CH:10][CH:11]=1)[N:8]([C:12](=[O:26])[CH:13]([NH2:25])[CH:14]([C:16]1[C:24]3[C:19](=[CH:20][CH:21]=[CH:22][CH:23]=3)[NH:18][CH:17]=1)[CH3:15])[CH2:7][C@@H:6]([CH2:27][N:28]([CH3:30])[CH3:29])[CH2:5]2.[CH3:31][N:32]1[C:40]2[C:35](=[CH:36][CH:37]=[CH:38][CH:39]=2)[CH:34]=[C:33]1[C:41]([N:43]1[CH2:48][CH2:47][CH:46]([C:49](O)=[O:50])[CH2:45][CH2:44]1)=[O:42].C1C=CC2N(O)N=NC=2C=1.CCN=C=NCCCN(C)C.C(=O)([O-])[O-].[Na+].[Na+], predict the reaction product. The product is: [Cl:1][C:2]1[CH:3]=[C:4]2[C:9](=[CH:10][CH:11]=1)[N:8]([C:12]([CH:13]([NH:25][C:49]([CH:46]1[CH2:45][CH2:44][N:43]([C:41]([C:33]3[N:32]([CH3:31])[C:40]4[C:35]([CH:34]=3)=[CH:36][CH:37]=[CH:38][CH:39]=4)=[O:42])[CH2:48][CH2:47]1)=[O:50])[CH:14]([C:16]1[C:24]3[C:19](=[CH:20][CH:21]=[CH:22][CH:23]=3)[NH:18][CH:17]=1)[CH3:15])=[O:26])[CH2:7][C@@H:6]([CH2:27][N:28]([CH3:30])[CH3:29])[CH2:5]2. (4) Given the reactants CN(C=[N:5][C:6]1[CH:11]=[CH:10][N:9]([CH3:12])[C:8](=[O:13])[N:7]=1)C.CN, predict the reaction product. The product is: [CH3:12][N:9]1[CH:10]=[CH:11][C:6]([NH2:5])=[N:7][C:8]1=[O:13]. (5) The product is: [CH:1]1([N:4]([CH2:18][C:19]2[O:23][CH:22]=[C:21]([C:24]([N:73]([CH2:72][C:69]3[CH:68]=[CH:67][C:66]([CH2:65][N:63]4[CH2:64][CH:61]([O:60][CH3:59])[CH2:62]4)=[CH:71][CH:70]=3)[CH3:74])=[O:26])[CH:20]=2)[S:5]([C:8]2[C:9]([CH3:17])=[CH:10][C:11]([O:15][CH3:16])=[CH:12][C:13]=2[CH3:14])(=[O:7])=[O:6])[CH2:3][CH2:2]1. Given the reactants [CH:1]1([N:4]([CH2:18][C:19]2[O:23][CH:22]=[C:21]([C:24]([OH:26])=O)[CH:20]=2)[S:5]([C:8]2[C:13]([CH3:14])=[CH:12][C:11]([O:15][CH3:16])=[CH:10][C:9]=2[CH3:17])(=[O:7])=[O:6])[CH2:3][CH2:2]1.CCN=C=NCCCN(C)C.C1C=CC2N(O)N=NC=2C=1.CCN(C(C)C)C(C)C.Cl.Cl.[CH3:59][O:60][CH:61]1[CH2:64][N:63]([CH2:65][C:66]2[CH:71]=[CH:70][C:69]([CH2:72][NH:73][CH3:74])=[CH:68][CH:67]=2)[CH2:62]1, predict the reaction product.